Dataset: Forward reaction prediction with 1.9M reactions from USPTO patents (1976-2016). Task: Predict the product of the given reaction. (1) Given the reactants [CH3:1][O:2][C:3](=[O:12])[CH2:4][CH2:5][CH2:6][CH2:7][C:8](=[O:11])[CH2:9]N.[C:13]([OH:23])(=O)[C:14]1[C:15]([O:20][CH3:21])=[CH:16][CH:17]=[CH:18][CH:19]=1.Cl.C[N:26](CCCN=C=NCC)C.O.ON1C2C=CC=CC=2N=N1.C(N(CC)C(C)C)(C)C, predict the reaction product. The product is: [CH3:1][O:2][C:3](=[O:12])[CH2:4][CH2:5][CH2:6][CH:7]([NH:26][C:13](=[O:23])[C:14]1[CH:19]=[CH:18][CH:17]=[CH:16][C:15]=1[O:20][CH3:21])[C:8](=[O:11])[CH3:9]. (2) Given the reactants [CH:1]1([CH:7]([C:9]2[C:10]([CH2:24][CH3:25])=[N:11][N:12]([C:14]3[CH:19]=[CH:18][C:17]([C:20]([F:23])([F:22])[F:21])=[CH:16][CH:15]=3)[CH:13]=2)O)[CH2:6][CH2:5][CH2:4][CH2:3][CH2:2]1.[NH2:26][C:27]1[CH:32]=[CH:31][C:30]([C:33]([N:35]([CH3:43])[CH2:36][CH2:37][C:38]([O:40]CC)=[O:39])=[O:34])=[CH:29][CH:28]=1, predict the reaction product. The product is: [CH:1]1([CH:7]([NH:26][C:27]2[CH:28]=[CH:29][C:30]([C:33]([N:35]([CH3:43])[CH2:36][CH2:37][C:38]([OH:40])=[O:39])=[O:34])=[CH:31][CH:32]=2)[C:9]2[C:10]([CH2:24][CH3:25])=[N:11][N:12]([C:14]3[CH:19]=[CH:18][C:17]([C:20]([F:23])([F:22])[F:21])=[CH:16][CH:15]=3)[CH:13]=2)[CH2:6][CH2:5][CH2:4][CH2:3][CH2:2]1. (3) Given the reactants [CH2:1]([N:3]1[C:7]([C:8]2[CH:9]=[N:10][CH:11]=[CH:12][CH:13]=2)=[N:6][N:5]=[C:4]1[S:14][CH2:15][C:16]([NH:18][C:19]1[CH:24]=[CH:23][C:22]([CH:25]([CH3:27])[CH3:26])=[CH:21][CH:20]=1)=O)[CH3:2].[H-].[Al+3].[Li+].[H-].[H-].[H-], predict the reaction product. The product is: [CH2:1]([N:3]1[C:7]([C:8]2[CH:9]=[N:10][CH:11]=[CH:12][CH:13]=2)=[N:6][N:5]=[C:4]1[S:14][CH2:15][CH2:16][NH:18][C:19]1[CH:24]=[CH:23][C:22]([CH:25]([CH3:26])[CH3:27])=[CH:21][CH:20]=1)[CH3:2]. (4) Given the reactants [NH2:1][C:2]([CH3:6])([CH3:5])[CH2:3][OH:4].[Cl:7][C:8]1[S:12][C:11]([S:13](Cl)(=[O:15])=[O:14])=[CH:10][C:9]=1[N+:17]([O-:19])=[O:18].C(N(CC)CC)C.O, predict the reaction product. The product is: [OH:4][CH2:3][C:2]([NH:1][S:13]([C:11]1[S:12][C:8]([Cl:7])=[C:9]([N+:17]([O-:19])=[O:18])[CH:10]=1)(=[O:15])=[O:14])([CH3:6])[CH3:5]. (5) Given the reactants Cl.[NH2:2][OH:3].[CH:4]1([C:7]([C:9]2[O:10][C:11]([C:22]3[CH:27]=[CH:26][C:25]([O:28][CH2:29][CH2:30][OH:31])=[CH:24][CH:23]=3)=[C:12]([C:14]3[CH:15]=[N:16][C:17]([O:20][CH3:21])=[CH:18][CH:19]=3)[N:13]=2)=O)[CH2:6][CH2:5]1, predict the reaction product. The product is: [CH:4]1(/[C:7](/[C:9]2[O:10][C:11]([C:22]3[CH:27]=[CH:26][C:25]([O:28][CH2:29][CH2:30][OH:31])=[CH:24][CH:23]=3)=[C:12]([C:14]3[CH:15]=[N:16][C:17]([O:20][CH3:21])=[CH:18][CH:19]=3)[N:13]=2)=[N:2]\[OH:3])[CH2:6][CH2:5]1. (6) Given the reactants Cl[C:2]1[C:11]2[C:6](=[CH:7][CH:8]=[C:9]([CH3:12])[CH:10]=2)[N:5]=[C:4]([N:13]2[CH2:19][C:18]3[CH:20]=[CH:21][CH:22]=[CH:23][C:17]=3[S:16](=[O:25])(=[O:24])[CH2:15][CH2:14]2)[CH:3]=1.CC1(C)[O:31][CH:30]([CH2:32][NH2:33])[CH2:29][O:28]1.Cl, predict the reaction product. The product is: [O:24]=[S:16]1(=[O:25])[C:17]2[CH:23]=[CH:22][CH:21]=[CH:20][C:18]=2[CH2:19][N:13]([C:4]2[CH:3]=[C:2]([NH:33][CH2:32][CH:30]([OH:31])[CH2:29][OH:28])[C:11]3[C:6](=[CH:7][CH:8]=[C:9]([CH3:12])[CH:10]=3)[N:5]=2)[CH2:14][CH2:15]1. (7) Given the reactants [Cl:1][C:2]([Cl:41])([Cl:40])[CH2:3][O:4][C:5]([N:7](C(OCC(Cl)(Cl)Cl)=O)[C:8]1[C:9]([C:13]2[CH:18]=[CH:17][C:16]([N:19]3[CH2:24][CH2:23][N:22]([C:25]([O:27][C:28]([CH3:31])([CH3:30])[CH3:29])=[O:26])[CH2:21][CH2:20]3)=[CH:15][CH:14]=2)=[N:10][O:11][N:12]=1)=[O:6].[OH-].[Na+], predict the reaction product. The product is: [Cl:40][C:2]([Cl:1])([Cl:41])[CH2:3][O:4][C:5]([NH:7][C:8]1[C:9]([C:13]2[CH:18]=[CH:17][C:16]([N:19]3[CH2:20][CH2:21][N:22]([C:25]([O:27][C:28]([CH3:29])([CH3:31])[CH3:30])=[O:26])[CH2:23][CH2:24]3)=[CH:15][CH:14]=2)=[N:10][O:11][N:12]=1)=[O:6]. (8) Given the reactants Cl[C:2]1[C:11]2=[N:12][N:13](CC3C=CC(OC)=CC=3)[CH:14]=[C:10]2[C:9]2[C:8]([O:24][CH3:25])=[CH:7][CH:6]=[CH:5][C:4]=2[N:3]=1.[CH3:26][O:27][C:28]1[CH:29]=[C:30]([CH:32]=[CH:33][C:34]=1[O:35][CH3:36])[NH2:31].Cl, predict the reaction product. The product is: [CH3:26][O:27][C:28]1[CH:29]=[C:30]([NH:31][C:2]2[C:11]3=[N:12][NH:13][CH:14]=[C:10]3[C:9]3[C:8]([O:24][CH3:25])=[CH:7][CH:6]=[CH:5][C:4]=3[N:3]=2)[CH:32]=[CH:33][C:34]=1[O:35][CH3:36]. (9) Given the reactants [CH3:1][O:2][C:3](=[O:21])/[C:4](/[CH2:13][C:14]1[CH:19]=[CH:18][C:17]([OH:20])=[CH:16][CH:15]=1)=[C:5](/[CH:10]([CH3:12])[CH3:11])\[C:6]([O:8][CH3:9])=[O:7].C(=O)([O-])[O-].[K+].[K+].Br[CH2:29][C:30]([O:32][CH3:33])=[O:31].C1(C)C=CC=CC=1.C(OCC)(=O)C, predict the reaction product. The product is: [CH3:9][O:8][C:6](=[O:7])/[C:5](/[CH:10]([CH3:11])[CH3:12])=[C:4](/[CH2:13][C:14]1[CH:15]=[CH:16][C:17]([O:20][CH2:29][C:30]([O:32][CH3:33])=[O:31])=[CH:18][CH:19]=1)\[C:3]([O:2][CH3:1])=[O:21]. (10) Given the reactants [CH3:1][O:2][CH2:3][CH2:4][O:5][CH2:6][CH2:7][O:8][CH2:9][CH2:10][O:11][C:12]1[CH:13]=[C:14]([OH:21])[CH:15]=[C:16]([N+:18]([O-:20])=[O:19])[CH:17]=1.Cl[C:23]([F:28])([F:27])C([O-])=O.[Na+].C([O-])([O-])=O.[Cs+].[Cs+], predict the reaction product. The product is: [F:27][CH:23]([F:28])[O:21][C:14]1[CH:15]=[C:16]([N+:18]([O-:20])=[O:19])[CH:17]=[C:12]([O:11][CH2:10][CH2:9][O:8][CH2:7][CH2:6][O:5][CH2:4][CH2:3][O:2][CH3:1])[CH:13]=1.